This data is from Forward reaction prediction with 1.9M reactions from USPTO patents (1976-2016). The task is: Predict the product of the given reaction. (1) Given the reactants [Cl:1][C:2]1[CH:7]=[CH:6][N:5]=[C:4]2[NH:8][C:9]([CH:11]3[CH2:16][CH2:15][N:14]([C:17]([O:19][C:20]([CH3:23])([CH3:22])[CH3:21])=[O:18])[CH2:13][CH2:12]3)=[CH:10][C:3]=12.[I:24]N1C(=O)CCC1=O, predict the reaction product. The product is: [Cl:1][C:2]1[CH:7]=[CH:6][N:5]=[C:4]2[NH:8][C:9]([CH:11]3[CH2:16][CH2:15][N:14]([C:17]([O:19][C:20]([CH3:23])([CH3:22])[CH3:21])=[O:18])[CH2:13][CH2:12]3)=[C:10]([I:24])[C:3]=12. (2) Given the reactants [N:1]1([C:7](=[O:24])[CH2:8][CH:9]([CH2:13][S:14]([CH2:17][C:18]2[CH:23]=[CH:22][CH:21]=[CH:20][CH:19]=2)(=[O:16])=[O:15])[C:10]([OH:12])=O)[CH2:6][CH2:5][O:4][CH2:3][CH2:2]1.OC(C(F)(F)F)=O.[NH2:32][CH:33]([CH2:47][CH3:48])[CH:34]([C:36]1[O:37][C:38]([C:41]2[CH:46]=[CH:45][CH:44]=[CH:43][CH:42]=2)=[N:39][N:40]=1)[OH:35].C1C=CC2N(O)N=NC=2C=1.C(Cl)CCl.CN1CCOCC1, predict the reaction product. The product is: [OH:35][CH:34]([C:36]1[O:37][C:38]([C:41]2[CH:46]=[CH:45][CH:44]=[CH:43][CH:42]=2)=[N:39][N:40]=1)[CH:33]([NH:32][C:10](=[O:12])[CH:9]([CH2:13][S:14]([CH2:17][C:18]1[CH:23]=[CH:22][CH:21]=[CH:20][CH:19]=1)(=[O:16])=[O:15])[CH2:8][C:7]([N:1]1[CH2:2][CH2:3][O:4][CH2:5][CH2:6]1)=[O:24])[CH2:47][CH3:48]. (3) Given the reactants [CH2:1]([N:8]1[C:13](=[O:14])[CH:12]=[C:11]([C:15]2[CH:20]=[CH:19][C:18]([Cl:21])=[CH:17][CH:16]=2)[C:10]([C:22]2[CH:27]=[CH:26][C:25]([S:28][CH3:29])=[CH:24][CH:23]=2)=[N:9]1)[C:2]1[CH:7]=[CH:6][CH:5]=[CH:4][CH:3]=1.C(=O)([O-])[OH:31].[Na+], predict the reaction product. The product is: [CH2:1]([N:8]1[C:13](=[O:14])[CH:12]=[C:11]([C:15]2[CH:20]=[CH:19][C:18]([Cl:21])=[CH:17][CH:16]=2)[C:10]([C:22]2[CH:23]=[CH:24][C:25]([S:28]([CH3:29])=[O:31])=[CH:26][CH:27]=2)=[N:9]1)[C:2]1[CH:3]=[CH:4][CH:5]=[CH:6][CH:7]=1. (4) Given the reactants [CH3:1][O:2][C:3](=[O:26])[CH2:4][CH2:5][C:6]([C:8]1[C:13]([B:14]2[O:18]C(C)(C)C(C)(C)[O:15]2)=[CH:12][C:11]([O:23][CH3:24])=[CH:10][C:9]=1[CH3:25])=O.[BH4-].[Na+].C(OB(O)O)C1C=CC=CC=1, predict the reaction product. The product is: [CH3:1][O:2][C:3](=[O:26])[CH2:4][CH2:5][CH:6]1[O:18][B:14]([OH:15])[C:13]2[CH:12]=[C:11]([O:23][CH3:24])[CH:10]=[C:9]([CH3:25])[C:8]1=2. (5) Given the reactants [CH:1]12[CH2:7][CH:4]([CH2:5][CH2:6]1)[CH:3]=[CH:2]2.[Cl-].C([Al+]CC)C.C=C.Cl, predict the reaction product. The product is: [CH2:1]=[CH2:2].[CH:1]12[CH2:7][CH:4]([CH2:5][CH2:6]1)[CH:3]=[CH:2]2.